Dataset: Forward reaction prediction with 1.9M reactions from USPTO patents (1976-2016). Task: Predict the product of the given reaction. (1) Given the reactants [C:1]1([S:7]([N:10]2[CH:14]=[CH:13][CH:12]=[C:11]2[C:15]([C:17]2[C:18](Cl)=[N:19][CH:20]=[CH:21][CH:22]=2)=O)(=[O:9])=[O:8])[CH:6]=[CH:5][CH:4]=[CH:3][CH:2]=1.O.[NH2:25][NH2:26], predict the reaction product. The product is: [C:1]1([S:7]([N:10]2[CH:14]=[CH:13][CH:12]=[C:11]2[C:15]2[C:17]3[C:18](=[N:19][CH:20]=[CH:21][CH:22]=3)[NH:26][N:25]=2)(=[O:9])=[O:8])[CH:6]=[CH:5][CH:4]=[CH:3][CH:2]=1. (2) Given the reactants [Br:1][C:2]1[CH:3]=[CH:4][C:5](=[O:8])[NH:6][CH:7]=1.[Al].[CH2:10](Br)[C:11]1[CH:16]=[CH:15][CH:14]=[CH:13][CH:12]=1, predict the reaction product. The product is: [CH2:10]([O:8][C:5]1[CH:4]=[CH:3][C:2]([Br:1])=[CH:7][N:6]=1)[C:11]1[CH:16]=[CH:15][CH:14]=[CH:13][CH:12]=1. (3) Given the reactants Br[C:2]1[C:3]([O:31][CH3:32])=[C:4]([C:16]2[CH:24]=[C:23]3[C:19]([C:20]([CH2:25][NH:26][S:27]([CH3:30])(=[O:29])=[O:28])=[CH:21][CH2:22]3)=[CH:18][CH:17]=2)[CH:5]=[C:6]([N:8]2[CH:13]=[CH:12][C:11](=[O:14])[NH:10][C:9]2=[O:15])[CH:7]=1.[S:33]1[CH:37]=[CH:36][CH:35]=[C:34]1B(O)O, predict the reaction product. The product is: [O:15]=[C:9]1[NH:10][C:11](=[O:14])[CH:12]=[CH:13][N:8]1[C:6]1[CH:7]=[C:2]([C:34]2[S:33][CH:37]=[CH:36][CH:35]=2)[C:3]([O:31][CH3:32])=[C:4]([C:16]2[CH:24]=[C:23]3[C:19]([C:20]([CH2:25][NH:26][S:27]([CH3:30])(=[O:29])=[O:28])=[CH:21][CH2:22]3)=[CH:18][CH:17]=2)[CH:5]=1. (4) Given the reactants [F:1][C:2]1[CH:7]=[CH:6][C:5]([C:8]2[S:12][N:11]=[C:10](C(=O)C)[N:9]=2)=[CH:4][CH:3]=1.FC1C=CC(B(O)O)=CC=1.[Br:26]C1N=C(Cl)SN=1, predict the reaction product. The product is: [Br:26][C:10]1[N:9]=[C:8]([C:5]2[CH:6]=[CH:7][C:2]([F:1])=[CH:3][CH:4]=2)[S:12][N:11]=1.